From a dataset of Antibody developability classification from SAbDab with 2,409 antibodies. Regression/Classification. Given an antibody's heavy chain and light chain sequences, predict its developability. TAP uses regression for 5 developability metrics; SAbDab uses binary classification. (1) The antibody is ['EVQLQQSGPELVKPGASLKISCKTSGYTFTDFTFHWVKLSHGPSLEWIGTIKPSNGDTAYNQKFKGKATLSVDKSASTAHIEFRSLTSEDSAVYFCARFGGSYPYAMDYWGQGTSVIVSS', 'DIVLTQSPATLSVTPGDRVSLSCRASQGIYNYVHWFQQKSHESPRLLIKYASQSISGIPSRFSGSGSGTDFTLSINSVESEDFGMYFCQQTNKWPLTFGAGTKLELK']. Result: 0 (not developable). (2) The antibody is ['EVKLLESGGGLVKPGGSLKLSCTASGITFSRYIMSWVRQIPEKRLEWVASISSGGITYYPDSVAGRFTISRDNVRNILYLQMSSLRSEDTALYYCARGQGRPYWGQGTLVTVSS', 'DIVMTQAAFSNPVTLGTSASISCRSTKSLLHSNGITYLYWYLQKPGQSPQLLIYQMSNLASGVPNRFSSSGSGTDFTLRISRVEAEDVGVYYCAQNLELPPTFGGGTKLEIK']. Result: 0 (not developable).